From a dataset of Catalyst prediction with 721,799 reactions and 888 catalyst types from USPTO. Predict which catalyst facilitates the given reaction. (1) Reactant: C([O:4][C@H:5]1[C:14]2[N:13]=[CH:12][CH:11]=[CH:10][C:9]=2[C@H:8]([C:15]2[CH:20]=[CH:19][C:18]([F:21])=[CH:17][CH:16]=2)[C@@H:7]([O:22][C@@H:23]([C:25]2[CH:30]=[C:29]([C:31]([F:34])([F:33])[F:32])[CH:28]=[C:27]([C:35]([F:38])([F:37])[F:36])[CH:26]=2)[CH3:24])[CH2:6]1)(=O)C.O=[O+][O-]. Product: [F:38][C:35]([F:36])([F:37])[C:27]1[CH:26]=[C:25]([C@H:23]([O:22][C@H:7]2[CH2:6][C:5](=[O:4])[C:14]3[N:13]=[CH:12][CH:11]=[CH:10][C:9]=3[C@@H:8]2[C:15]2[CH:16]=[CH:17][C:18]([F:21])=[CH:19][CH:20]=2)[CH3:24])[CH:30]=[C:29]([C:31]([F:32])([F:33])[F:34])[CH:28]=1. The catalyst class is: 5. (2) Reactant: [I-].[CH3:2][N+:3](=[CH2:5])[CH3:4].[CH3:6][CH:7]1[CH2:12][C:11]([C:13]2[CH:18]=[CH:17][N:16]=[CH:15][C:14]=2[N+:19]([O-:21])=[O:20])=[CH:10][C:9]([O:22][Si](C)(C)C)=[CH:8]1.Cl.O.[OH-].[Na+]. Product: [CH3:5][N:3]([CH2:4][CH:8]1[C:9](=[O:22])[CH:10]=[C:11]([C:13]2[CH:18]=[CH:17][N:16]=[CH:15][C:14]=2[N+:19]([O-:21])=[O:20])[CH2:12][C@@H:7]1[CH3:6])[CH3:2]. The catalyst class is: 2. (3) Reactant: [CH3:1][C:2]1[CH:9]=[CH:8][C:5]([C:6]#[N:7])=[CH:4][N:3]=1.[Br:10]N1C(=O)CCC1=O.N(C(C)(C)C#N)=NC(C)(C)C#N. Product: [Br:10][CH2:1][C:2]1[CH:9]=[CH:8][C:5]([C:6]#[N:7])=[CH:4][N:3]=1. The catalyst class is: 26. (4) Reactant: [CH2:1]([C:3]([C:15]1[CH:20]=[CH:19][C:18]([OH:21])=[C:17]([CH3:22])[CH:16]=1)([C:6]1[CH:11]=[CH:10][C:9]([C:12]#[CH:13])=[C:8]([CH3:14])[CH:7]=1)[CH2:4][CH3:5])[CH3:2].C([Li])CCC.CCCCCC.[CH3:34][C:35]([CH3:39])([CH3:38])[CH:36]=[O:37].[NH4+].[Cl-]. Product: [CH2:1]([C:3]([C:15]1[CH:20]=[CH:19][C:18]([OH:21])=[C:17]([CH3:22])[CH:16]=1)([C:6]1[CH:11]=[CH:10][C:9]([C:12]#[C:13][CH:36]([OH:37])[C:35]([CH3:39])([CH3:38])[CH3:34])=[C:8]([CH3:14])[CH:7]=1)[CH2:4][CH3:5])[CH3:2]. The catalyst class is: 1.